From a dataset of Peptide-MHC class I binding affinity with 185,985 pairs from IEDB/IMGT. Regression. Given a peptide amino acid sequence and an MHC pseudo amino acid sequence, predict their binding affinity value. This is MHC class I binding data. (1) The peptide sequence is NSTHEMYWV. The binding affinity (normalized) is 0.582. The MHC is HLA-A68:02 with pseudo-sequence HLA-A68:02. (2) The binding affinity (normalized) is 0.203. The peptide sequence is LVIWGEVPKF. The MHC is Mamu-A02 with pseudo-sequence Mamu-A02. (3) The peptide sequence is ARRHRILDI. The MHC is Mamu-B03 with pseudo-sequence Mamu-B03. The binding affinity (normalized) is 0.770. (4) The peptide sequence is YLKKLDDFY. The MHC is HLA-A68:02 with pseudo-sequence HLA-A68:02. The binding affinity (normalized) is 0.0847. (5) The peptide sequence is LHVTDTNKF. The MHC is HLA-B15:03 with pseudo-sequence HLA-B15:03. The binding affinity (normalized) is 0.670.